Dataset: Forward reaction prediction with 1.9M reactions from USPTO patents (1976-2016). Task: Predict the product of the given reaction. (1) Given the reactants [NH2:1][C:2]1[CH:9]=[CH:8][CH:7]=[C:6]([O:10][C:11]2[CH:16]=[CH:15][CH:14]=[CH:13][CH:12]=2)[C:3]=1[C:4]#[N:5].O=[C:18]([CH3:25])[CH2:19][C:20]([O:22][CH2:23][CH3:24])=[O:21], predict the reaction product. The product is: [NH2:5][C:4]1[C:3]2[C:2](=[CH:9][CH:8]=[CH:7][C:6]=2[O:10][C:11]2[CH:16]=[CH:15][CH:14]=[CH:13][CH:12]=2)[N:1]=[C:18]([CH3:25])[C:19]=1[C:20]([O:22][CH2:23][CH3:24])=[O:21]. (2) The product is: [NH2:30][C:27]1[N:26]=[C:25]([NH2:31])[C:24]([CH2:23][C:21]2[C:6]3[CH:7]=[C:8]([C:10]([C:15]4[CH:20]=[CH:19][CH:18]=[CH:17][CH:16]=4)=[O:11])[O:9][C:5]=3[C:4]([O:32][CH3:33])=[C:3]([O:2][CH3:1])[CH:22]=2)=[CH:29][N:28]=1. Given the reactants [CH3:1][O:2][C:3]1[CH:22]=[C:21]([CH2:23][C:24]2[C:25]([NH2:31])=[N:26][C:27]([NH2:30])=[N:28][CH:29]=2)[C:6]2[CH:7]=[C:8]([C:10]3([C:15]4[CH:20]=[CH:19][CH:18]=[CH:17][CH:16]=4)OCC[O:11]3)[O:9][C:5]=2[C:4]=1[O:32][CH3:33].Cl, predict the reaction product. (3) Given the reactants [Cl:1][C:2]1[C:10]([O:11][CH2:12][CH2:13][CH2:14]Cl)=[CH:9][C:8]([C:16]2[N:17]([C:32]([O:34][C:35]([CH3:38])([CH3:37])[CH3:36])=[O:33])[C:18]3[C:23]([CH:24]=2)=[CH:22][C:21]([CH2:25][N:26]2[CH2:31][CH2:30][CH2:29][CH2:28][CH2:27]2)=[CH:20][CH:19]=3)=[C:7]2[C:3]=1[CH2:4][NH:5][C:6]2=[O:39].[NH:40]1[CH2:44][CH2:43][CH2:42][C@H:41]1[CH2:45][OH:46].O, predict the reaction product. The product is: [Cl:1][C:2]1[C:10]([O:11][CH2:12][CH2:13][CH2:14][N:40]2[CH2:44][CH2:43][CH2:42][C@H:41]2[CH2:45][OH:46])=[CH:9][C:8]([C:16]2[N:17]([C:32]([O:34][C:35]([CH3:38])([CH3:37])[CH3:36])=[O:33])[C:18]3[C:23]([CH:24]=2)=[CH:22][C:21]([CH2:25][N:26]2[CH2:27][CH2:28][CH2:29][CH2:30][CH2:31]2)=[CH:20][CH:19]=3)=[C:7]2[C:3]=1[CH2:4][NH:5][C:6]2=[O:39]. (4) The product is: [C:1]([O:4][CH:5]([CH:20]([CH3:22])[CH3:21])[C:6]([CH3:19])([CH3:18])[CH2:7][O:8][C:9]1[CH:14]=[CH:13][CH:12]=[C:11]([NH:15][S:23](=[O:26])(=[O:25])[NH2:24])[C:10]=1[C:16]#[N:17])(=[O:3])[CH3:2]. Given the reactants [C:1]([O:4][CH:5]([CH:20]([CH3:22])[CH3:21])[C:6]([CH3:19])([CH3:18])[CH2:7][O:8][C:9]1[CH:14]=[CH:13][CH:12]=[C:11]([NH2:15])[C:10]=1[C:16]#[N:17])(=[O:3])[CH3:2].[S:23](Cl)(=[O:26])(=[O:25])[NH2:24], predict the reaction product. (5) Given the reactants [NH2:1][C@H:2]([C:10]([OH:12])=[O:11])[CH2:3][C:4]1[CH:9]=[CH:8][CH:7]=[CH:6][CH:5]=1.[OH-].[Na+], predict the reaction product. The product is: [CH3:3][C:4]([O:11][C:10](=[O:12])[C@H:2]([CH2:3][C:4]1[CH:9]=[CH:8][CH:7]=[CH:6][CH:5]=1)[NH2:1])([CH3:9])[CH3:5]. (6) Given the reactants CNCCNC.[NH:7]([C:14]1[CH:23]=[CH:22][C:21]2[C:16](=[CH:17][CH:18]=[C:19]([Br:24])[CH:20]=2)[CH:15]=1)[C:8]1[CH:13]=[CH:12][CH:11]=[CH:10][CH:9]=1.I[C:26]1[CH:31]=[CH:30][CH:29]=[CH:28][CH:27]=1.CC(C)([O-])C.[Na+], predict the reaction product. The product is: [Br:24][C:19]1[CH:18]=[CH:17][C:16]2[C:21](=[CH:22][CH:23]=[C:14]([N:7]([C:26]3[CH:31]=[CH:30][CH:29]=[CH:28][CH:27]=3)[C:8]3[CH:9]=[CH:10][CH:11]=[CH:12][CH:13]=3)[CH:15]=2)[CH:20]=1. (7) Given the reactants C1(C)C=CC(S([NH:10][N:11]=[CH:12][C:13](O)=[O:14])(=O)=O)=CC=1.ClC(N(C)C)=C(C)C.[F:25][C:26]1[CH:27]=[C:28]([NH:36][C:37](=[O:46])[O:38][CH2:39][C:40]2[CH:45]=[CH:44][CH:43]=[CH:42][CH:41]=2)[CH:29]=[CH:30][C:31]=1/[CH:32]=[CH:33]/[CH2:34][OH:35].CN(C)C1C=CC=CC=1.C(N(CC)CC)C, predict the reaction product. The product is: [N+:11](=[CH:12][C:13]([O:35][CH2:34]/[CH:33]=[CH:32]/[C:31]1[CH:30]=[CH:29][C:28]([NH:36][C:37]([O:38][CH2:39][C:40]2[CH:45]=[CH:44][CH:43]=[CH:42][CH:41]=2)=[O:46])=[CH:27][C:26]=1[F:25])=[O:14])=[N-:10]. (8) Given the reactants C([O-])(=O)C.[K+].[CH2:6]([O:8][C:9]([C:11]1[NH:12][C:13]2[C:18]([CH:19]=1)=[CH:17][C:16](Br)=[CH:15][CH:14]=2)=[O:10])[CH3:7].B1(B2OC(C)(C)C(C)(C)O2)OC(C)(C)C(C)(C)O1.I[C:40]1[CH:45]=[CH:44][N:43]=[CH:42][CH:41]=1.C(=O)([O-])[O-].[Na+].[Na+], predict the reaction product. The product is: [CH2:6]([O:8][C:9]([C:11]1[NH:12][C:13]2[C:18]([CH:19]=1)=[CH:17][C:16]([C:40]1[CH:45]=[CH:44][N:43]=[CH:42][CH:41]=1)=[CH:15][CH:14]=2)=[O:10])[CH3:7].